Dataset: Full USPTO retrosynthesis dataset with 1.9M reactions from patents (1976-2016). Task: Predict the reactants needed to synthesize the given product. (1) Given the product [Cl:22][C:16]1[CH:15]=[C:14]2[C:19]([C:20](=[O:21])[C:11]([CH2:10][NH:9][C:7]([C:4]3[S:3][C:2]([N:29]4[CH2:34][CH2:33][S:32](=[O:36])(=[O:35])[CH2:31][CH2:30]4)=[N:6][CH:5]=3)=[O:8])=[CH:12][N:13]2[C:23]2[CH:28]=[CH:27][CH:26]=[CH:25][CH:24]=2)=[CH:18][CH:17]=1, predict the reactants needed to synthesize it. The reactants are: Br[C:2]1[S:3][C:4]([C:7]([NH:9][CH2:10][C:11]2[C:20](=[O:21])[C:19]3[C:14](=[CH:15][C:16]([Cl:22])=[CH:17][CH:18]=3)[N:13]([C:23]3[CH:28]=[CH:27][CH:26]=[CH:25][CH:24]=3)[CH:12]=2)=[O:8])=[CH:5][N:6]=1.[NH:29]1[CH2:34][CH2:33][S:32](=[O:36])(=[O:35])[CH2:31][CH2:30]1. (2) Given the product [Cl:25][C:24]1[C:23]([O:26][CH3:27])=[CH:22][C:21]([O:28][CH3:29])=[C:20]([Cl:30])[C:19]=1[NH:18][C:16](=[O:17])[N:15]([C:11]1[N:12]=[CH:13][N:14]=[C:9]([NH:8][C:3]2[CH:4]=[CH:5][CH:6]=[CH:7][C:2]=2[NH:1][C:39](=[O:43])/[CH:40]=[CH:41]\[CH3:42])[CH:10]=1)[CH3:31], predict the reactants needed to synthesize it. The reactants are: [NH2:1][C:2]1[CH:7]=[CH:6][CH:5]=[CH:4][C:3]=1[NH:8][C:9]1[N:14]=[CH:13][N:12]=[C:11]([N:15]([CH3:31])[C:16]([NH:18][C:19]2[C:24]([Cl:25])=[C:23]([O:26][CH3:27])[CH:22]=[C:21]([O:28][CH3:29])[C:20]=2[Cl:30])=[O:17])[CH:10]=1.C(N(CC)CC)C.[C:39](O)(=[O:43])/[CH:40]=[CH:41]\[CH3:42].C(Cl)Cl.C(P1(=O)OP(=O)(CCC)OP(=O)(CCC)O1)CC. (3) Given the product [ClH:16].[CH3:1][C:2]1[S:3][C:4]2[C:9]3[CH2:10][CH2:11][N:12]([CH2:17][CH2:18][CH2:19][S:20][C:21]4[N:22]([CH3:37])[C:23]([C:26]5[CH:35]=[CH:34][CH:33]=[C:32]6[C:27]=5[CH:28]=[CH:29][C:30]([CH3:36])=[N:31]6)=[N:24][N:25]=4)[CH2:13][CH2:14][C:8]=3[CH:7]=[CH:6][C:5]=2[N:15]=1, predict the reactants needed to synthesize it. The reactants are: [CH3:1][C:2]1[S:3][C:4]2[C:9]3[CH2:10][CH2:11][NH:12][CH2:13][CH2:14][C:8]=3[CH:7]=[CH:6][C:5]=2[N:15]=1.[Cl:16][CH2:17][CH2:18][CH2:19][S:20][C:21]1[N:22]([CH3:37])[C:23]([C:26]2[CH:35]=[CH:34][CH:33]=[C:32]3[C:27]=2[CH:28]=[CH:29][C:30]([CH3:36])=[N:31]3)=[N:24][N:25]=1.